From a dataset of NCI-60 drug combinations with 297,098 pairs across 59 cell lines. Regression. Given two drug SMILES strings and cell line genomic features, predict the synergy score measuring deviation from expected non-interaction effect. Drug 1: CC12CCC3C(C1CCC2=O)CC(=C)C4=CC(=O)C=CC34C. Drug 2: CC1=CC2C(CCC3(C2CCC3(C(=O)C)OC(=O)C)C)C4(C1=CC(=O)CC4)C. Cell line: SK-MEL-2. Synergy scores: CSS=32.7, Synergy_ZIP=2.00, Synergy_Bliss=2.05, Synergy_Loewe=-28.0, Synergy_HSA=0.217.